This data is from Full USPTO retrosynthesis dataset with 1.9M reactions from patents (1976-2016). The task is: Predict the reactants needed to synthesize the given product. Given the product [CH3:12][CH:11]([O:13][C:14]1[CH:15]=[C:16]([C:17]([NH:37][C:38]2[CH:42]=[CH:41][N:40]([C:43]([O:45][C:46]([CH3:49])([CH3:48])[CH3:47])=[O:44])[N:39]=2)=[O:18])[CH:20]=[C:21]([O:23][C:24]2[CH:36]=[CH:35][C:27]3[C:28](=[O:34])[N:29]([CH3:33])[CH2:30][CH2:31][O:32][C:26]=3[CH:25]=2)[CH:22]=1)[CH3:10], predict the reactants needed to synthesize it. The reactants are: CCN(C(C)C)C(C)C.[CH3:10][CH:11]([O:13][C:14]1[CH:15]=[C:16]([CH:20]=[C:21]([O:23][C:24]2[CH:36]=[CH:35][C:27]3[C:28](=[O:34])[N:29]([CH3:33])[CH2:30][CH2:31][O:32][C:26]=3[CH:25]=2)[CH:22]=1)[C:17](O)=[O:18])[CH3:12].[NH2:37][C:38]1[CH:42]=[CH:41][N:40]([C:43]([O:45][C:46]([CH3:49])([CH3:48])[CH3:47])=[O:44])[N:39]=1.CN(C(ON1N=NC2C=CC=NC1=2)=[N+](C)C)C.F[P-](F)(F)(F)(F)F.